From a dataset of Full USPTO retrosynthesis dataset with 1.9M reactions from patents (1976-2016). Predict the reactants needed to synthesize the given product. (1) Given the product [CH3:20][N:16]1[CH2:17][CH2:18][C:19]2[N:11]([CH2:10][C:9]([OH:21])=[O:8])[N:12]=[CH:13][C:14]=2[CH2:15]1, predict the reactants needed to synthesize it. The reactants are: C([O:8][C:9](=[O:21])[CH2:10][N:11]1[C:19]2[CH2:18][CH2:17][N:16]([CH3:20])[CH2:15][C:14]=2[CH:13]=[N:12]1)C1C=CC=CC=1. (2) The reactants are: Br[CH2:2][C:3]12[CH2:9][C:6]([O:10][CH2:11][C:12]3[CH:17]=[C:16]([O:18][C:19]4[CH:24]=[CH:23][CH:22]=[CH:21][CH:20]=4)[CH:15]=[C:14]([F:25])[CH:13]=3)([CH2:7][CH2:8]1)[CH2:5][CH2:4]2.[CH2:26]([Mg]Br)[CH:27]=[CH2:28]. Given the product [CH2:2]([C:3]12[CH2:9][C:6]([O:10][CH2:11][C:12]3[CH:17]=[C:16]([O:18][C:19]4[CH:24]=[CH:23][CH:22]=[CH:21][CH:20]=4)[CH:15]=[C:14]([F:25])[CH:13]=3)([CH2:7][CH2:8]1)[CH2:5][CH2:4]2)[CH2:28][CH:27]=[CH2:26], predict the reactants needed to synthesize it. (3) Given the product [C:1]([O:5][C:6]([N:8]1[CH2:23][CH2:22][C:11]2[N:12]([CH3:26])[C:13]3[C:14]([S:20][CH3:21])=[C:15]([Cl:19])[CH:16]=[CH:17][C:18]=3[C:10]=2[CH2:9]1)=[O:7])([CH3:4])([CH3:2])[CH3:3], predict the reactants needed to synthesize it. The reactants are: [C:1]([O:5][C:6]([N:8]1[CH2:23][CH2:22][C:11]2[NH:12][C:13]3[C:14]([S:20][CH3:21])=[C:15]([Cl:19])[CH:16]=[CH:17][C:18]=3[C:10]=2[CH2:9]1)=[O:7])([CH3:4])([CH3:3])[CH3:2].[OH-].[K+].[CH3:26]OCCOC.